Dataset: Catalyst prediction with 721,799 reactions and 888 catalyst types from USPTO. Task: Predict which catalyst facilitates the given reaction. (1) Reactant: [Br:1][C:2]1[CH:7]=[CH:6][C:5]([N:8]([CH3:12])[CH2:9][CH2:10][OH:11])=[C:4]([N:13]=O)[CH:3]=1.S(S([O-])=O)([O-])=O.[Na+].[Na+]. Product: [NH2:13][C:4]1[CH:3]=[C:2]([Br:1])[CH:7]=[CH:6][C:5]=1[N:8]([CH3:12])[CH2:9][CH2:10][OH:11]. The catalyst class is: 1. (2) Reactant: C(O)(=O)/C=C\C(O)=O.[CH3:9][C:10]([C:12]1[O:16][C:15]2[CH:17]=[CH:18][CH:19]=[C:20]([O:21][CH2:22][C@@H:23]([OH:41])[CH2:24][N:25]3[CH2:30][CH2:29][CH:28]([C:31]4[CH:40]=[CH:39][C:38]5[C:33](=[CH:34][CH:35]=[CH:36][CH:37]=5)[CH:32]=4)[CH2:27][CH2:26]3)[C:14]=2[CH:13]=1)=[O:11].[BH4-].[Na+].[Cl-].[NH4+]. Product: [OH:41][CH:23]([CH2:24][N:25]1[CH2:26][CH2:27][CH:28]([C:31]2[CH:40]=[CH:39][C:38]3[C:33](=[CH:34][CH:35]=[CH:36][CH:37]=3)[CH:32]=2)[CH2:29][CH2:30]1)[CH2:22][O:21][C:20]1[C:14]2[CH:13]=[C:12]([CH:10]([OH:11])[CH3:9])[O:16][C:15]=2[CH:17]=[CH:18][CH:19]=1. The catalyst class is: 5. (3) Reactant: [F:1][C:2]([F:22])([F:21])[O:3][C:4]1[CH:9]=[CH:8][C:7]([N:10]2[C:17](=O)[CH:16]3[NH:19][CH:12]([CH2:13][CH2:14][CH2:15]3)[C:11]2=O)=[CH:6][CH:5]=1.S(C)C.FC(F)(F)C1C=CC(C2CCNCC=2)=CC=1.[OH-].[Na+]. Product: [F:22][C:2]([F:1])([F:21])[O:3][C:4]1[CH:9]=[CH:8][C:7]([N:10]2[CH2:17][CH:16]3[NH:19][CH:12]([CH2:13][CH2:14][CH2:15]3)[CH2:11]2)=[CH:6][CH:5]=1. The catalyst class is: 1. (4) Reactant: [CH2:1]([O:8][CH2:9][CH2:10][CH2:11][C:12]1[O:16][N:15]=[C:14]([C:17]([OH:19])=O)[CH:13]=1)[C:2]1[CH:7]=[CH:6][CH:5]=[CH:4][CH:3]=1.Cl.[O:21]1[CH2:25][CH2:24][CH:23]([CH2:26][NH2:27])[CH2:22]1.C(N(CC)CC)C.ON1C2C=CC=CC=2N=N1.Cl.C(N=C=NCCCN(C)C)C. Product: [O:21]1[CH2:25][CH2:24][CH:23]([CH2:26][NH:27][C:17]([C:14]2[CH:13]=[C:12]([CH2:11][CH2:10][CH2:9][O:8][CH2:1][C:2]3[CH:3]=[CH:4][CH:5]=[CH:6][CH:7]=3)[O:16][N:15]=2)=[O:19])[CH2:22]1. The catalyst class is: 22.